Dataset: Full USPTO retrosynthesis dataset with 1.9M reactions from patents (1976-2016). Task: Predict the reactants needed to synthesize the given product. (1) Given the product [C:16]([O:20][C:21]([N:23]1[CH:27]=[C:26]([C:4]2[CH:3]=[C:2]([Cl:1])[CH:7]=[CH:6][C:5]=2[OH:8])[CH:25]=[N:24]1)=[O:22])([CH3:19])([CH3:17])[CH3:18], predict the reactants needed to synthesize it. The reactants are: [Cl:1][C:2]1[CH:7]=[CH:6][C:5]([OH:8])=[C:4](I)[CH:3]=1.C(=O)([O-])[O-].[K+].[K+].[C:16]([O:20][C:21]([N:23]1[CH:27]=[C:26](B2OC(C)(C)C(C)(C)O2)[CH:25]=[N:24]1)=[O:22])([CH3:19])([CH3:18])[CH3:17].ClCCl. (2) Given the product [CH:15]1([NH:21][C:22]([C:23]2[CH:28]=[CH:27][C:26]([O:29][CH2:11]/[C:10](/[F:13])=[CH:9]\[CH2:8][NH:7][C:6](=[O:14])[O:5][C:1]([CH3:4])([CH3:3])[CH3:2])=[CH:25][CH:24]=2)=[O:30])[CH2:20][CH2:19][CH2:18][CH2:17][CH2:16]1, predict the reactants needed to synthesize it. The reactants are: [C:1]([O:5][C:6](=[O:14])[NH:7][CH2:8]/[CH:9]=[C:10](/[F:13])\[CH2:11]Br)([CH3:4])([CH3:3])[CH3:2].[CH:15]1([NH:21][C:22](=[O:30])[C:23]2[CH:28]=[CH:27][C:26]([OH:29])=[CH:25][CH:24]=2)[CH2:20][CH2:19][CH2:18][CH2:17][CH2:16]1.C(=O)([O-])[O-].[K+].[K+].C(Br)C=C. (3) The reactants are: [OH-].[NH4+:2].Cl.[NH2:4][C:5]1([CH2:10][C:11]([O:13]C)=O)[CH2:9][CH2:8][O:7][CH2:6]1. Given the product [NH2:4][C:5]1([CH2:10][C:11]([NH2:2])=[O:13])[CH2:9][CH2:8][O:7][CH2:6]1, predict the reactants needed to synthesize it. (4) Given the product [CH2:1]([O:8][C:9]1[C:10](=[O:29])[CH:11]=[C:12]([CH2:17][NH:18][S:19]([C:22]2[CH:23]=[C:24]([CH3:28])[CH:25]=[CH:26][CH:27]=2)(=[O:21])=[O:20])[O:13][C:14]=1[C:15]([OH:37])=[O:16])[C:2]1[CH:3]=[CH:4][CH:5]=[CH:6][CH:7]=1, predict the reactants needed to synthesize it. The reactants are: [CH2:1]([O:8][C:9]1[C:10](=[O:29])[CH:11]=[C:12]([CH2:17][NH:18][S:19]([C:22]2[CH:27]=[CH:26][CH:25]=[C:24]([CH3:28])[CH:23]=2)(=[O:21])=[O:20])[O:13][C:14]=1[CH:15]=[O:16])[C:2]1[CH:7]=[CH:6][CH:5]=[CH:4][CH:3]=1.C1(S(C(N)C2OC(C(O)=O)=C(OCC3C=CC=CC=3)C(=O)C=2)(=O)=[O:37])C=CC=CC=1. (5) Given the product [C:39]1([C:45]2[CH:31]=[CH:30][CH:29]=[CH:5][CH:28]=2)[CH:44]=[CH:43][C:42]([N:12]([C:13]2[CH:4]=[CH:3][C:2]([C:2]3[CH:15]=[CH:14][C:13]4[N:12]([C:11]5[CH:6]=[CH:7][CH:8]=[CH:9][CH:10]=5)[C:16]5[C:17](=[CH:18][C:19]([C:16]6[CH:21]=[CH:20][CH:19]=[CH:18][CH:17]=6)=[CH:20][CH:21]=5)[C:5]([CH3:28])([CH3:29])[C:4]=4[CH:3]=3)=[CH:15][CH:14]=2)[C:11]2[CH:6]=[CH:7][CH:8]=[CH:9][CH:10]=2)=[CH:41][CH:40]=1, predict the reactants needed to synthesize it. The reactants are: Br[C:2]1[CH:15]=[CH:14][C:13]2[N:12]([C:16]3[CH:21]=[CH:20][CH:19]=[CH:18][CH:17]=3)[C:11]3[C:6](=[CH:7][C:8](C4C=CC=CC=4)=[CH:9][CH:10]=3)[C:5]([CH3:29])([CH3:28])[C:4]=2[CH:3]=1.[CH2:30](O)[CH3:31].C(=O)([O-])[O-].[K+].[K+].[C:39]1([CH3:45])[CH:44]=[CH:43][CH:42]=[CH:41][CH:40]=1. (6) Given the product [F:24][C:15]([F:25])(/[CH:16]=[CH:17]/[C:18]1[CH:23]=[CH:22][CH:21]=[CH:20][CH:19]=1)[CH:14]([C:9]1[C:10]([CH3:13])=[N:11][O:12][C:8]=1[C:5]1[CH:6]=[CH:7][C:2]([C:35]2[CH:36]=[CH:37][C:38]([C:41]3([C:44]([NH:46][S:47]([CH3:50])(=[O:49])=[O:48])=[O:45])[CH2:43][CH2:42]3)=[CH:39][CH:40]=2)=[CH:3][CH:4]=1)[OH:26], predict the reactants needed to synthesize it. The reactants are: Br[C:2]1[CH:7]=[CH:6][C:5]([C:8]2[O:12][N:11]=[C:10]([CH3:13])[C:9]=2[CH:14]([OH:26])[C:15]([F:25])([F:24])/[CH:16]=[CH:17]/[C:18]2[CH:23]=[CH:22][CH:21]=[CH:20][CH:19]=2)=[CH:4][CH:3]=1.CC1(C)C(C)(C)OB([C:35]2[CH:40]=[CH:39][C:38]([C:41]3([C:44]([NH:46][S:47]([CH3:50])(=[O:49])=[O:48])=[O:45])[CH2:43][CH2:42]3)=[CH:37][CH:36]=2)O1.